This data is from Catalyst prediction with 721,799 reactions and 888 catalyst types from USPTO. The task is: Predict which catalyst facilitates the given reaction. (1) Reactant: [CH3:1][S:2]([C:5]1[CH:6]=[CH:7][C:8]([C:29]#[C:30][Si](C)(C)C)=[C:9]([C:11]([N:13]2[CH2:18][CH2:17][N:16]([C:19]3[CH:24]=[CH:23][C:22]([C:25]([F:28])([F:27])[F:26])=[CH:21][CH:20]=3)[CH2:15][CH2:14]2)=[O:12])[CH:10]=1)(=[O:4])=[O:3].C([O-])([O-])=O.[K+].[K+]. Product: [C:29]([C:8]1[CH:7]=[CH:6][C:5]([S:2]([CH3:1])(=[O:4])=[O:3])=[CH:10][C:9]=1[C:11]([N:13]1[CH2:18][CH2:17][N:16]([C:19]2[CH:24]=[CH:23][C:22]([C:25]([F:28])([F:27])[F:26])=[CH:21][CH:20]=2)[CH2:15][CH2:14]1)=[O:12])#[CH:30]. The catalyst class is: 5. (2) The catalyst class is: 4. Product: [Cl:28][CH2:29][C:30]([N:19]1[CH2:18][CH2:17][C:15]2[N:16]=[C:11]([NH:10][CH:2]3[CH2:3][C:4]4[C:9](=[CH:8][CH:7]=[CH:6][CH:5]=4)[CH2:1]3)[N:12]=[CH:13][C:14]=2[CH2:20]1)=[O:31]. Reactant: [CH2:1]1[C:9]2[C:4](=[CH:5][CH:6]=[CH:7][CH:8]=2)[CH2:3][CH:2]1[NH:10][C:11]1[N:12]=[CH:13][C:14]2[CH2:20][NH:19][CH2:18][CH2:17][C:15]=2[N:16]=1.C(N(CC)CC)C.[Cl:28][CH2:29][C:30](Cl)=[O:31].C(=O)(O)[O-].[Na+]. (3) Reactant: [Cl:1][C:2]1[CH:3]=[C:4]([CH:9]=[C:10]([Cl:12])[CH:11]=1)[O:5][CH2:6][CH2:7][NH2:8].[CH3:13][S:14](Cl)(=[O:16])=[O:15]. The catalyst class is: 424. Product: [Cl:1][C:2]1[CH:3]=[C:4]([CH:9]=[C:10]([Cl:12])[CH:11]=1)[O:5][CH2:6][CH2:7][NH:8][S:14]([CH3:13])(=[O:16])=[O:15]. (4) Product: [I:16][C:7]1[CH:6]=[C:5]([C:8]2[CH:13]=[CH:12][C:11]([C:14]#[N:15])=[CH:10][CH:9]=2)[CH:4]=[CH:3][C:2]=1[OH:1]. The catalyst class is: 15. Reactant: [OH:1][C:2]1[CH:7]=[CH:6][C:5]([C:8]2[CH:13]=[CH:12][C:11]([C:14]#[N:15])=[CH:10][CH:9]=2)=[CH:4][CH:3]=1.[I:16]N1C(=O)CCC1=O.S(=O)(=O)(O)O.O.